From a dataset of Catalyst prediction with 721,799 reactions and 888 catalyst types from USPTO. Predict which catalyst facilitates the given reaction. Reactant: [C:1]([O:5][C:6](=[O:24])[NH:7][CH:8]([CH2:14][C:15]1[CH:20]=[CH:19][C:18]([N+:21]([O-:23])=[O:22])=[CH:17][CH:16]=1)[C:9](=[O:13])[CH:10]=[N+]=[N-])([CH3:4])([CH3:3])[CH3:2].[BrH:25]. Product: [C:1]([O:5][C:6](=[O:24])[NH:7][CH:8]([CH2:14][C:15]1[CH:20]=[CH:19][C:18]([N+:21]([O-:23])=[O:22])=[CH:17][CH:16]=1)[C:9](=[O:13])[CH2:10][Br:25])([CH3:4])([CH3:3])[CH3:2]. The catalyst class is: 1.